Dataset: Forward reaction prediction with 1.9M reactions from USPTO patents (1976-2016). Task: Predict the product of the given reaction. (1) Given the reactants [Cl:1][C:2]1[CH:7]=[C:6]([O:8][CH3:9])[CH:5]=[CH:4][C:3]=1[C:10]1[CH:15]=[CH:14][N:13]=[C:12]([NH:16][CH:17]([CH:20]2[CH2:23][CH2:22][CH2:21]2)[CH2:18][CH3:19])[C:11]=1[N+:24]([O-])=O.[O-]S(S([O-])=O)=O.[Na+].[Na+], predict the reaction product. The product is: [Cl:1][C:2]1[CH:7]=[C:6]([O:8][CH3:9])[CH:5]=[CH:4][C:3]=1[C:10]1[CH:15]=[CH:14][N:13]=[C:12]([NH:16][CH:17]([CH:20]2[CH2:21][CH2:22][CH2:23]2)[CH2:18][CH3:19])[C:11]=1[NH2:24]. (2) Given the reactants [N+:1]([C:4]1[CH:5]=[C:6]([CH:15]2OCC[O:16]2)[CH:7]=[CH:8][C:9]=1[C:10]1[S:11][CH:12]=[CH:13][CH:14]=1)([O-:3])=[O:2].O, predict the reaction product. The product is: [N+:1]([C:4]1[CH:5]=[C:6]([CH:7]=[CH:8][C:9]=1[C:10]1[S:11][CH:12]=[CH:13][CH:14]=1)[CH:15]=[O:16])([O-:3])=[O:2]. (3) Given the reactants [N:1]([CH2:4][CH:5]1[CH2:10][CH2:9][N:8]([C:11]([O:13][C:14]([CH3:17])([CH3:16])[CH3:15])=[O:12])[CH2:7][CH2:6]1)=[N+]=[N-].C1(P(C2C=CC=CC=2)C2C=CC=CC=2)C=CC=CC=1.O, predict the reaction product. The product is: [NH2:1][CH2:4][CH:5]1[CH2:10][CH2:9][N:8]([C:11]([O:13][C:14]([CH3:17])([CH3:16])[CH3:15])=[O:12])[CH2:7][CH2:6]1.